From a dataset of Forward reaction prediction with 1.9M reactions from USPTO patents (1976-2016). Predict the product of the given reaction. (1) Given the reactants [CH3:1][O:2][C:3]1[C:4]([N+:12]([O-:14])=[O:13])=[C:5]([CH:9]=[CH:10][CH:11]=1)[C:6]([OH:8])=[O:7].[C:15]([O-])([O-])=O.[K+].[K+].CI.O, predict the reaction product. The product is: [CH3:1][O:2][C:3]1[C:4]([N+:12]([O-:14])=[O:13])=[C:5]([CH:9]=[CH:10][CH:11]=1)[C:6]([O:8][CH3:15])=[O:7]. (2) The product is: [NH2:21][C:2]1[C:7]([C:8]([O:10][CH2:11][CH3:12])=[O:9])=[CH:6][N:5]=[C:4]([S:13][CH3:14])[N:3]=1. Given the reactants Cl[C:2]1[C:7]([C:8]([O:10][CH2:11][CH3:12])=[O:9])=[CH:6][N:5]=[C:4]([S:13][CH3:14])[N:3]=1.C1COCC1.[OH-].[NH4+:21], predict the reaction product. (3) Given the reactants Br[C:2]1[CH:3]=[C:4]2[C:9](=[CH:10][CH:11]=1)[N:8]([CH3:12])[CH:7]=[C:6]([N:13]([CH3:19])[C:14]([CH:16]1[CH2:18][CH2:17]1)=[O:15])[C:5]2=[O:20].[CH3:21][N:22]1[CH:26]=[C:25]([C:27]2[CH:28]=[CH:29][C:30]3[N:31]([C:33]([SH:36])=[N:34][N:35]=3)[CH:32]=2)[CH:24]=[N:23]1.C1(P(C2C=CC=CC=2)C2C3OC4C(=CC=CC=4P(C4C=CC=CC=4)C4C=CC=CC=4)C(C)(C)C=3C=CC=2)C=CC=CC=1.CC(C)([O-])C.[Na+], predict the reaction product. The product is: [CH3:19][N:13]([C:6]1[C:5](=[O:20])[C:4]2[C:9](=[CH:10][CH:11]=[C:2]([S:36][C:33]3[N:31]4[CH:32]=[C:27]([C:25]5[CH:24]=[N:23][N:22]([CH3:21])[CH:26]=5)[CH:28]=[CH:29][C:30]4=[N:35][N:34]=3)[CH:3]=2)[N:8]([CH3:12])[CH:7]=1)[C:14]([CH:16]1[CH2:18][CH2:17]1)=[O:15]. (4) Given the reactants [CH3:1][O:2][C:3]([CH2:5][C:6]([CH2:8][C:9]([O:11][CH3:12])=[O:10])=[O:7])=[O:4].[N:13]1[CH:18]=[CH:17][CH:16]=[CH:15][C:14]=1[CH:19]=O.[CH3:21][NH2:22], predict the reaction product. The product is: [CH3:21][N:22]1[CH:19]([C:14]2[CH:15]=[CH:16][CH:17]=[CH:18][N:13]=2)[CH:8]([C:9]([O:11][CH3:12])=[O:10])[C:6](=[O:7])[CH:5]([C:3]([O:2][CH3:1])=[O:4])[CH:19]1[C:14]1[CH:15]=[CH:16][CH:17]=[CH:18][N:13]=1. (5) The product is: [Cl:10][C:4]1[CH:5]=[C:6]([C:8]#[N:9])[CH:7]=[C:2]([C:16]2[CH:17]=[N:18][C:13]([C:12]([F:23])([F:22])[F:11])=[CH:14][CH:15]=2)[N:3]=1. Given the reactants Cl[C:2]1[CH:7]=[C:6]([C:8]#[N:9])[CH:5]=[C:4]([Cl:10])[N:3]=1.[F:11][C:12]([F:23])([F:22])[C:13]1[N:18]=[CH:17][C:16](B(O)O)=[CH:15][CH:14]=1.C(Cl)Cl.C(=O)([O-])[O-].[Na+].[Na+], predict the reaction product. (6) Given the reactants [N:1]1[CH:6]=[CH:5][C:4]([N:7]2[CH2:12][CH2:11][CH:10]([C:13](Cl)=[O:14])[CH2:9][CH2:8]2)=[CH:3][CH:2]=1.[CH2:16]([CH:23]1[CH2:28][NH:27][CH2:26][CH2:25][N:24]1[S:29]([C:32]1[CH:41]=[CH:40][C:39]2[C:34](=[CH:35][CH:36]=[CH:37][CH:38]=2)[CH:33]=1)(=[O:31])=[O:30])[C:17]1[CH:22]=[CH:21][CH:20]=[CH:19][CH:18]=1, predict the reaction product. The product is: [CH2:16]([CH:23]1[CH2:28][N:27]([C:13]([CH:10]2[CH2:11][CH2:12][N:7]([C:4]3[CH:5]=[CH:6][N:1]=[CH:2][CH:3]=3)[CH2:8][CH2:9]2)=[O:14])[CH2:26][CH2:25][N:24]1[S:29]([C:32]1[CH:41]=[CH:40][C:39]2[C:34](=[CH:35][CH:36]=[CH:37][CH:38]=2)[CH:33]=1)(=[O:31])=[O:30])[C:17]1[CH:18]=[CH:19][CH:20]=[CH:21][CH:22]=1. (7) Given the reactants [CH2:1]([O:8][C:9]1[CH:14]=[CH:13][C:12]([CH2:15][CH2:16][OH:17])=[CH:11][C:10]=1[N+:18]([O-:20])=[O:19])[C:2]1[CH:7]=[CH:6][CH:5]=[CH:4][CH:3]=1.[O:21]1[CH:26]=[CH:25][CH2:24][CH2:23][CH2:22]1, predict the reaction product. The product is: [CH2:1]([O:8][C:9]1[CH:14]=[CH:13][C:12]([CH2:15][CH2:16][O:17][CH:22]2[CH2:23][CH2:24][CH2:25][CH2:26][O:21]2)=[CH:11][C:10]=1[N+:18]([O-:20])=[O:19])[C:2]1[CH:3]=[CH:4][CH:5]=[CH:6][CH:7]=1. (8) Given the reactants [NH:1]1[CH2:5][CH2:4][CH:3]([CH2:6][NH:7][C:8]([C:10]2[C:14]3[N:15]=[CH:16][N:17]=[C:18]([C:19]4[C:27]5[O:26][CH2:25][O:24][C:23]=5[CH:22]=[CH:21][C:20]=4[O:28][CH2:29][CH:30]4[CH2:32][CH2:31]4)[C:13]=3[NH:12][CH:11]=2)=[O:9])[CH2:2]1.Cl[C:34]([CH2:36][O:37]C(=O)C)=[O:35], predict the reaction product. The product is: [OH:37][CH2:36][C:34]([N:1]1[CH2:5][CH2:4][CH:3]([CH2:6][NH:7][C:8]([C:10]2[C:14]3[N:15]=[CH:16][N:17]=[C:18]([C:19]4[C:27]5[O:26][CH2:25][O:24][C:23]=5[CH:22]=[CH:21][C:20]=4[O:28][CH2:29][CH:30]4[CH2:31][CH2:32]4)[C:13]=3[NH:12][CH:11]=2)=[O:9])[CH2:2]1)=[O:35].